From a dataset of Peptide-MHC class I binding affinity with 185,985 pairs from IEDB/IMGT. Regression. Given a peptide amino acid sequence and an MHC pseudo amino acid sequence, predict their binding affinity value. This is MHC class I binding data. (1) The peptide sequence is KETINEEAA. The MHC is HLA-A26:01 with pseudo-sequence HLA-A26:01. The binding affinity (normalized) is 0. (2) The binding affinity (normalized) is 0.0847. The peptide sequence is KTVCVQATK. The MHC is HLA-A01:01 with pseudo-sequence HLA-A01:01. (3) The peptide sequence is ELFIAPEGM. The MHC is HLA-A30:01 with pseudo-sequence HLA-A30:01. The binding affinity (normalized) is 0.0636. (4) The peptide sequence is ISPRTLNAW. The MHC is HLA-B18:01 with pseudo-sequence HLA-B18:01. The binding affinity (normalized) is 0. (5) The peptide sequence is LDTGADDSIV. The MHC is Mamu-B01 with pseudo-sequence Mamu-B01. The binding affinity (normalized) is 0. (6) The peptide sequence is LAPNPNRFV. The MHC is Mamu-A01 with pseudo-sequence Mamu-A01. The binding affinity (normalized) is 0.719.